Dataset: Full USPTO retrosynthesis dataset with 1.9M reactions from patents (1976-2016). Task: Predict the reactants needed to synthesize the given product. (1) Given the product [F:27][C:28]1[CH:50]=[CH:49][C:31]([CH2:32][N:33]2[CH2:38][CH2:37][CH2:36][N:35]([C:39]3[S:40][C:41]([C:45]([NH:58][CH2:57][C:53]4[CH:52]=[N:51][CH:56]=[CH:55][CH:54]=4)=[O:46])=[C:42]([CH3:44])[N:43]=3)[C:34]2=[O:48])=[CH:30][CH:29]=1, predict the reactants needed to synthesize it. The reactants are: ClC1C=CC2SC=C(CN3CCN(C4SC(C(O)=O)=C(C)N=4)C3=O)C=2C=1.[F:27][C:28]1[CH:50]=[CH:49][C:31]([CH2:32][N:33]2[CH2:38][CH2:37][CH2:36][N:35]([C:39]3[S:40][C:41]([C:45](O)=[O:46])=[C:42]([CH3:44])[N:43]=3)[C:34]2=[O:48])=[CH:30][CH:29]=1.[N:51]1[CH:56]=[CH:55][CH:54]=[C:53]([CH2:57][NH2:58])[CH:52]=1. (2) The reactants are: [CH:1]1[C:14]2[C:5](=[CH:6][C:7]3[C:12]([C:13]=2[C:15]2[CH:16]=[N:17][CH:18]=[CH:19][CH:20]=2)=[CH:11][CH:10]=[CH:9][CH:8]=3)[CH:4]=[CH:3][CH:2]=1.C(Cl)(Cl)(Cl)Cl.[Br:26]Br.S([O-])([O-])(=O)=S.[Na+].[Na+]. Given the product [Br:26][C:6]1[C:5]2[C:14](=[CH:1][CH:2]=[CH:3][CH:4]=2)[C:13]([C:15]2[CH:16]=[N:17][CH:18]=[CH:19][CH:20]=2)=[C:12]2[C:7]=1[CH:8]=[CH:9][CH:10]=[CH:11]2, predict the reactants needed to synthesize it. (3) Given the product [N+:1]([C:4]1[CH:12]=[C:11]2[C:7]([C:8]([CH:13]=[O:15])=[CH:9][NH:10]2)=[CH:6][CH:5]=1)([O-:3])=[O:2], predict the reactants needed to synthesize it. The reactants are: [N+:1]([C:4]1[CH:12]=[C:11]2[C:7]([CH:8]=[CH:9][NH:10]2)=[CH:6][CH:5]=1)([O-:3])=[O:2].[C:13](O)(=[O:15])C.C1N2CN3CN(C2)CN1C3. (4) Given the product [CH2:30]([C:28]1[C:27]([N+:32]([O-:34])=[O:33])=[CH:26][N:25]=[C:24]([N:7]2[CH2:11][CH2:10][CH2:9][C:8]2=[O:12])[CH:29]=1)[CH3:31], predict the reactants needed to synthesize it. The reactants are: C(=O)([O-])[O-].[K+].[K+].[NH:7]1[CH2:11][CH2:10][CH2:9][C:8]1=[O:12].CN[C@H]1CCCC[C@@H]1NC.Br[C:24]1[CH:29]=[C:28]([CH2:30][CH3:31])[C:27]([N+:32]([O-:34])=[O:33])=[CH:26][N:25]=1. (5) Given the product [C:1]([O:5][C:6]([N:8]1[CH2:13][CH2:12][N:11]([C:21]2[O:22][C:23]3[C:24](=[C:26]([C:30]([O:32][CH3:33])=[O:31])[CH:27]=[CH:28][CH:29]=3)[N:25]=2)[C@@H:10]([C:14]([CH3:17])([CH3:16])[CH3:15])[CH2:9]1)=[O:7])([CH3:4])([CH3:3])[CH3:2], predict the reactants needed to synthesize it. The reactants are: [C:1]([O:5][C:6]([N:8]1[CH2:13][CH2:12][NH:11][C@@H:10]([C:14]([CH3:17])([CH3:16])[CH3:15])[CH2:9]1)=[O:7])([CH3:4])([CH3:3])[CH3:2].[H-].[Na+].Cl[C:21]1[O:22][C:23]2[C:24](=[C:26]([C:30]([O:32][CH3:33])=[O:31])[CH:27]=[CH:28][CH:29]=2)[N:25]=1. (6) Given the product [F:32][C:2]([F:1])([F:31])[C:3]1[CH:26]=[C:25]([C:27]([F:28])([F:30])[F:29])[CH:24]=[CH:23][C:4]=1[CH2:5][O:6][C:7]1[CH:12]=[CH:11][C:10](/[CH:13]=[C:14]2/[C:15]([NH:41][CH2:40][CH2:39][CH2:38][N:33]3[CH:37]=[CH:36][N:35]=[CH:34]3)=[N:16][C:17](=[O:19])[S:18]/2)=[CH:9][C:8]=1[O:21][CH3:22], predict the reactants needed to synthesize it. The reactants are: [F:1][C:2]([F:32])([F:31])[C:3]1[CH:26]=[C:25]([C:27]([F:30])([F:29])[F:28])[CH:24]=[CH:23][C:4]=1[CH2:5][O:6][C:7]1[CH:12]=[CH:11][C:10](/[CH:13]=[C:14]2/[C:15](=S)[NH:16][C:17](=[O:19])[S:18]/2)=[CH:9][C:8]=1[O:21][CH3:22].[N:33]1([CH2:38][CH2:39][CH2:40][NH2:41])[CH:37]=[CH:36][N:35]=[CH:34]1. (7) Given the product [Br:16][C:11]1[C:7]([C:1]2[CH:2]=[CH:3][CH:4]=[CH:5][CH:6]=2)=[N:8][NH:9][C:10]=1[CH2:12][CH2:13][C:14]#[N:15], predict the reactants needed to synthesize it. The reactants are: [C:1]1([C:7]2[CH:11]=[C:10]([CH2:12][CH2:13][C:14]#[N:15])[NH:9][N:8]=2)[CH:6]=[CH:5][CH:4]=[CH:3][CH:2]=1.[Br:16]N1C(=O)CCC1=O. (8) The reactants are: COC[CH2:4][CH2:5][O:6][C:7]1[N:12]=[C:11]([O:13][CH:14]2[CH2:19][CH2:18][O:17][CH2:16][CH2:15]2)[C:10]([NH:20][C:21]2[C:22]3[C:29]([CH3:30])=[C:28]([C:31]([OH:33])=[O:32])[S:27][C:23]=3[N:24]=[CH:25][N:26]=2)=[CH:9][CH:8]=1.[CH3:34][O:35]CCO. Given the product [CH3:34][O:35][CH2:4][CH2:5][O:6][C:7]1[N:12]=[C:11]([O:13][CH:14]2[CH2:15][CH2:16][O:17][CH2:18][CH2:19]2)[C:10]([NH:20][C:21]2[C:22]3[C:29]([CH3:30])=[C:28]([C:31]([OH:33])=[O:32])[S:27][C:23]=3[N:24]=[CH:25][N:26]=2)=[CH:9][CH:8]=1, predict the reactants needed to synthesize it. (9) Given the product [C:1]([O:7][CH2:8][C:9]([F:14])([F:13])[S:10]([O-:16])(=[O:12])=[O:11])(=[O:6])[CH2:2][CH2:3][CH2:4][CH3:5].[Na+:15], predict the reactants needed to synthesize it. The reactants are: [C:1]([O:7][CH2:8][C:9]([F:14])([F:13])[S:10]([O-:12])=[O:11])(=[O:6])[CH2:2][CH2:3][CH2:4][CH3:5].[Na+:15].[OH:16]O. (10) Given the product [Br:1][C:2]1[CH:7]=[CH:6][C:5]2[C:4](=[CH:10][C:17]3[C:12](=[O:19])[C:13]4[C:14]([C:15](=[O:18])[C:16]=3[CH:8]=2)=[CH:10][C:4]2[C:5](=[CH:6][CH:7]=[C:2]([Br:1])[CH:3]=2)[CH:8]=4)[CH:3]=1.[Br:1][C:2]1[CH:7]=[CH:6][C:5]2[C:4](=[CH:10][C:17]3[C:12](=[O:19])[C:13]4[C:14]([C:15](=[O:18])[C:16]=3[CH:8]=2)=[CH:8][C:5]2[C:4](=[CH:3][C:2]([Br:1])=[CH:7][CH:6]=2)[CH:10]=4)[CH:3]=1, predict the reactants needed to synthesize it. The reactants are: [Br:1][C:2]1[CH:3]=[C:4]([CH:10]=O)[C:5]([CH:8]=O)=[CH:6][CH:7]=1.[C:12]1(=[O:19])[CH2:17][CH2:16][C:15](=[O:18])[CH2:14][CH2:13]1.[OH-].[Na+].